Dataset: Forward reaction prediction with 1.9M reactions from USPTO patents (1976-2016). Task: Predict the product of the given reaction. Given the reactants [F:1][C:2]1[CH:3]=[N:4][C:5]([O:18][C:19]2[CH:24]=[CH:23][CH:22]=[C:21](SC)[CH:20]=2)=[C:6]([CH:17]=1)[C:7]([NH:9][C@H:10]1[CH2:15][CH2:14][C@H:13]([OH:16])[CH2:12][CH2:11]1)=[O:8].O[O:28][S:29]([O-:31])=O.[K+].[CH:33](O)(C)C, predict the reaction product. The product is: [NH3:4].[F:1][C:2]1[CH:3]=[N:4][C:5]([O:18][C:19]2[CH:20]=[CH:21][CH:22]=[C:23]([S:29]([CH3:33])(=[O:31])=[O:28])[CH:24]=2)=[C:6]([CH:17]=1)[C:7]([NH:9][C@H:10]1[CH2:15][CH2:14][C@H:13]([OH:16])[CH2:12][CH2:11]1)=[O:8].